This data is from Full USPTO retrosynthesis dataset with 1.9M reactions from patents (1976-2016). The task is: Predict the reactants needed to synthesize the given product. (1) The reactants are: [F:1][C:2]1[C:7]([N+:8]([O-:10])=[O:9])=[CH:6][C:5]([NH:11][CH:12]2[CH2:17][CH2:16][N:15]([C:18]([O:20][C:21]([CH3:24])([CH3:23])[CH3:22])=[O:19])[CH2:14][CH2:13]2)=[C:4]([S:25][CH2:26][CH2:27]I)[CH:3]=1.C(=O)([O-])[O-].[K+].[K+]. Given the product [F:1][C:2]1[C:7]([N+:8]([O-:10])=[O:9])=[CH:6][C:5]2[N:11]([CH:12]3[CH2:17][CH2:16][N:15]([C:18]([O:20][C:21]([CH3:24])([CH3:23])[CH3:22])=[O:19])[CH2:14][CH2:13]3)[CH2:27][CH2:26][S:25][C:4]=2[CH:3]=1, predict the reactants needed to synthesize it. (2) Given the product [Cl:1][C:2]1[CH:7]=[CH:6][CH:5]=[CH:4][C:3]=1[C:8](=[O:22])[C:9](=[CH:13][NH:14][C:15]1[CH:20]=[CH:19][C:18]([I:21])=[CH:17][CH:16]=1)[C:10]([N:29]([CH3:30])[CH3:23])=[O:11], predict the reactants needed to synthesize it. The reactants are: [Cl:1][C:2]1[CH:7]=[CH:6][CH:5]=[CH:4][C:3]=1[C:8](=[O:22])[C:9](=[CH:13][NH:14][C:15]1[CH:20]=[CH:19][C:18]([I:21])=[CH:17][CH:16]=1)[C:10](O)=[O:11].[CH:23]1([N:29]=[C:30]=NC2CCCCC2)CCCCC1.CNC. (3) The reactants are: [CH2:1]([C:8]1[N:12]=[C:11]([C@H:13]2[CH2:17][CH2:16][C@H:15]([NH:18]C(=O)OC(C)(C)C)[CH2:14]2)[O:10][N:9]=1)[C:2]1[CH:7]=[CH:6][CH:5]=[CH:4][CH:3]=1.FC(F)(F)C(O)=O. Given the product [CH2:1]([C:8]1[N:12]=[C:11]([C@H:13]2[CH2:17][CH2:16][C@H:15]([NH2:18])[CH2:14]2)[O:10][N:9]=1)[C:2]1[CH:7]=[CH:6][CH:5]=[CH:4][CH:3]=1, predict the reactants needed to synthesize it. (4) The reactants are: [CH3:1][C:2]([CH3:29])([CH3:28])[CH2:3][O:4][C:5]1([C:8]2[CH:13]=[CH:12][C:11]([C:14]#[C:15][C:16]3[CH:26]=[CH:25][C:19]([C:20]([O:22]CC)=[O:21])=[CH:18][CH:17]=3)=[CH:10][C:9]=2[CH3:27])[CH2:7][CH2:6]1. Given the product [CH3:1][C:2]([CH3:29])([CH3:28])[CH2:3][O:4][C:5]1([C:8]2[CH:13]=[CH:12][C:11]([C:14]#[C:15][C:16]3[CH:17]=[CH:18][C:19]([C:20]([OH:22])=[O:21])=[CH:25][CH:26]=3)=[CH:10][C:9]=2[CH3:27])[CH2:7][CH2:6]1, predict the reactants needed to synthesize it. (5) The reactants are: [O:1]1[C:5]2[CH:6]=[CH:7][CH:8]=[CH:9][C:4]=2[O:3][CH2:2]1.[N+:10]([O-])([OH:12])=[O:11]. Given the product [N+:10]([C:8]1[CH:7]=[CH:6][C:5]2[O:1][CH2:2][O:3][C:4]=2[CH:9]=1)([O-:12])=[O:11], predict the reactants needed to synthesize it.